From a dataset of Experimentally validated miRNA-target interactions with 360,000+ pairs, plus equal number of negative samples. Binary Classification. Given a miRNA mature sequence and a target amino acid sequence, predict their likelihood of interaction. (1) The miRNA is hsa-miR-16-1-3p with sequence CCAGUAUUAACUGUGCUGCUGA. The protein sequence of the target gene is MFLWLFLILSALISSTNADSDISVEICNVCSCVSVENVLYVNCEKVSVYRPNQLKPPWSNFYHLNFQNNFLNILYPNTFLNFSHAVSLHLGNNKLQNIEGGAFLGLSALKQLHLNNNELKILRADTFLGIENLEYLQADYNLIKYIERGAFNKLHKLKVLILNDNLISFLPDNIFRFASLTHLDIRGNRIQKLPYIGVLEHIGRVVELQLEDNPWNCSCDLLPLKAWLENMPYNIYIGEAICETPSDLYGRLLKETNKQELCPMGTGSDFDVRILPPSQLENGYTTPNGHTTQTSLHRLV.... Result: 1 (interaction). (2) The miRNA is mmu-miR-433-5p with sequence UACGGUGAGCCUGUCAUUAUUC. The protein sequence of the target gene is MTLILTSLLFFGLSLGPRTRVQAENLPKPILWAEPGPVITWHNPVTIWCQGTLEAQGYRLDKEGNSMSRHILKTLESENKVKLSIPSMMWEHAGRYHCYYQSPAGWSEPSDPLELVVTAYSRPTLSALPSPVVTSGVNVTLRCASRLGLGRFTLIEEGDHRLSWTLNSHQHNHGKFQALFPMGPLTFSNRGTFRCYGYENNTPYVWSEPSDPLQLLVSGVSRKPSLLTLQGPVVTPGENLTLQCGSDVGYIRYTLYKEGADGLPQRPGRQPQAGLSQANFTLSPVSRSYGGQYRCYGAHN.... Result: 0 (no interaction). (3) The miRNA is hsa-miR-329-3p with sequence AACACACCUGGUUAACCUCUUU. The protein sequence of the target gene is MQGPPRSLRAGLSLDDFIPGHLQSHIGSSSRGTRVPVIRNGGSNTLNFQFHDPAPRTVCNGGYTPRRDASQHPDPAWYQTWPGPGSKPSASTKIPASQHTQNWSATWTKDSKRRDKRWVKYEGIGPVDESGMPIAPRSSVDRPRDWYRRMFQQIHRKMPDLQLDWTFEEPPRDPRHLGAQQRPAHRPGPATSSSGRSWDHSEELPRSTFNYRPGAFSTVLQPSNQVLRRREKVDNVWTEESWNQFLQELETGQRPKKPLVDDPGEKPSQPIEVLLERELAELSAELDKDLRAIETRLPSP.... Result: 1 (interaction).